Dataset: Forward reaction prediction with 1.9M reactions from USPTO patents (1976-2016). Task: Predict the product of the given reaction. Given the reactants Br[C:2]1[CH:3]=[C:4]([C:9]([OH:11])=O)[CH:5]=[N:6][C:7]=1Cl.[OH:12][CH2:13][CH:14]1[CH2:16][CH2:15]1.[F:17][C:18]([F:29])([F:28])[C:19]1[CH:24]=[CH:23][C:22](B(O)O)=[CH:21][CH:20]=1.[NH2:30][CH2:31][CH:32]([CH2:35][CH3:36])[CH2:33][OH:34], predict the reaction product. The product is: [CH:14]1([CH2:13][O:12][C:7]2[C:2]([C:22]3[CH:23]=[CH:24][C:19]([C:18]([F:29])([F:28])[F:17])=[CH:20][CH:21]=3)=[CH:3][C:4]([C:9]([NH:30][CH2:31][CH:32]([CH2:33][OH:34])[CH2:35][CH3:36])=[O:11])=[CH:5][N:6]=2)[CH2:16][CH2:15]1.